Dataset: Full USPTO retrosynthesis dataset with 1.9M reactions from patents (1976-2016). Task: Predict the reactants needed to synthesize the given product. (1) Given the product [C:33]([O:32][C:31]([N:30]([CH2:29][C:27]1[CH:26]=[CH:25][C:24]2[O:19][CH2:20][CH2:21][O:22][C:23]=2[CH:28]=1)[CH:38]1[CH2:43][CH2:42][N:41]([CH2:17][CH2:16][N:3]2[C:4]3[C:9](=[CH:8][CH:7]=[CH:6][CH:5]=3)[C:10]([C:12]([O:14][CH3:15])=[O:13])=[CH:11][C:2]2=[O:1])[CH2:40][CH2:39]1)=[O:37])([CH3:36])([CH3:34])[CH3:35], predict the reactants needed to synthesize it. The reactants are: [O:1]=[C:2]1[CH:11]=[C:10]([C:12]([O:14][CH3:15])=[O:13])[C:9]2[C:4](=[CH:5][CH:6]=[CH:7][CH:8]=2)[N:3]1[CH2:16][CH:17]=O.[O:19]1[C:24]2[CH:25]=[CH:26][C:27]([CH2:29][N:30]([CH:38]3[CH2:43][CH2:42][NH:41][CH2:40][CH2:39]3)[C:31](=[O:37])[O:32][C:33]([CH3:36])([CH3:35])[CH3:34])=[CH:28][C:23]=2[O:22][CH2:21][CH2:20]1.C(O[BH-](OC(=O)C)OC(=O)C)(=O)C.[Na+].C(=O)([O-])O.[Na+]. (2) Given the product [C:13]([O:15][CH2:9][CH2:8][C:7]([C:5]1[S:6][C:2]([Br:1])=[CH:3][CH:4]=1)=[O:11])(=[O:14])[CH3:12], predict the reactants needed to synthesize it. The reactants are: [Br:1][C:2]1[S:6][C:5]([C:7](=[O:11])[CH2:8][CH2:9]Cl)=[CH:4][CH:3]=1.[CH3:12][C:13]([O-:15])=[O:14].[Na+]. (3) Given the product [F:1][C:2]1[CH:7]=[CH:6][CH:5]=[CH:4][C:3]=1[C:8]1[O:12][C:11]([C:13]([NH:16][C:17]2[O:18][C:19]([C:22]3[O:23][CH:24]=[CH:25][CH:26]=3)=[N:20][N:21]=2)=[O:14])=[CH:10][CH:9]=1, predict the reactants needed to synthesize it. The reactants are: [F:1][C:2]1[CH:7]=[CH:6][CH:5]=[CH:4][C:3]=1[C:8]1[O:12][C:11]([C:13](Cl)=[O:14])=[CH:10][CH:9]=1.[NH2:16][C:17]1[O:18][C:19]([C:22]2[O:23][CH:24]=[CH:25][CH:26]=2)=[N:20][N:21]=1.CO. (4) Given the product [CH3:3][C:4]1[N:5]([CH:17]([CH3:25])[C:18](=[O:24])[N:19]2[CH2:23][CH2:22][CH2:21][CH2:20]2)[C:6]2[C:11]([C:12]=1[C:13]([OH:15])=[O:14])=[CH:10][CH:9]=[CH:8][CH:7]=2, predict the reactants needed to synthesize it. The reactants are: [OH-].[Na+].[CH3:3][C:4]1[N:5]([CH:17]([CH3:25])[C:18](=[O:24])[N:19]2[CH2:23][CH2:22][CH2:21][CH2:20]2)[C:6]2[C:11]([C:12]=1[C:13]([O:15]C)=[O:14])=[CH:10][CH:9]=[CH:8][CH:7]=2.